Predict the reactants needed to synthesize the given product. From a dataset of Full USPTO retrosynthesis dataset with 1.9M reactions from patents (1976-2016). (1) Given the product [Cl:34][C:35]1[CH:36]=[C:37]([CH:54]=[CH:55][CH:56]=1)[CH2:38][NH:39][C:40]1[N:53]=[C:43]2[C:44]([O:51][CH3:52])=[CH:45][C:46]([C:48]([N:67]3[CH2:66][CH:65]4[N:62]([CH2:63][CH2:64]4)[C:61](=[O:68])[CH:60]3[CH2:59][O:58][CH3:57])=[O:50])=[CH:47][N:42]2[N:41]=1, predict the reactants needed to synthesize it. The reactants are: C(N(CC)C(C)C)(C)C.CN(C(ON1N=NC2C=CC=NC1=2)=[N+](C)C)C.F[P-](F)(F)(F)(F)F.[Cl:34][C:35]1[CH:36]=[C:37]([CH:54]=[CH:55][CH:56]=1)[CH2:38][NH:39][C:40]1[N:53]=[C:43]2[C:44]([O:51][CH3:52])=[CH:45][C:46]([C:48]([OH:50])=O)=[CH:47][N:42]2[N:41]=1.[CH3:57][O:58][CH2:59][CH:60]1[NH:67][CH2:66][CH:65]2[N:62]([CH2:63][CH2:64]2)[C:61]1=[O:68]. (2) Given the product [Cl:12][C:13]1[C:14]([C:32]2[CH:33]=[N:34][N:35]3[CH:40]=[CH:39][CH:38]=[CH:37][C:36]=23)=[N:15][C:16]([NH:19][C:20]2[CH:25]=[C:24]([N+:26]([O-:28])=[O:27])[C:23]([N:7]3[CH2:8][C:5]4([CH2:9][CH2:10][CH2:11][N:4]4[CH3:3])[CH2:6]3)=[CH:22][C:21]=2[O:30][CH3:31])=[N:17][CH:18]=1, predict the reactants needed to synthesize it. The reactants are: Cl.Cl.[CH3:3][N:4]1[CH2:11][CH2:10][CH2:9][C:5]21[CH2:8][NH:7][CH2:6]2.[Cl:12][C:13]1[C:14]([C:32]2[CH:33]=[N:34][N:35]3[CH:40]=[CH:39][CH:38]=[CH:37][C:36]=23)=[N:15][C:16]([NH:19][C:20]2[CH:25]=[C:24]([N+:26]([O-:28])=[O:27])[C:23](F)=[CH:22][C:21]=2[O:30][CH3:31])=[N:17][CH:18]=1.CN1CCCC21CNC2.CCN(C(C)C)C(C)C. (3) Given the product [C:1]([C:5]1[CH:10]=[CH:9][C:8]([C:11]2[N:15]([CH3:16])[N:14]=[C:13]([C:17](=[N:22][NH:21][C:23]([NH:25][C:26]3[S:30][C:29]([C:31]([OH:33])=[O:32])=[CH:28][CH:27]=3)=[S:24])[CH3:18])[C:12]=2[OH:20])=[CH:7][CH:6]=1)([CH3:4])([CH3:3])[CH3:2], predict the reactants needed to synthesize it. The reactants are: [C:1]([C:5]1[CH:10]=[CH:9][C:8]([C:11]2[N:15]([CH3:16])[N:14]=[C:13]([C:17](=O)[CH3:18])[C:12]=2[OH:20])=[CH:7][CH:6]=1)([CH3:4])([CH3:3])[CH3:2].[NH:21]([C:23]([NH:25][C:26]1[S:30][C:29]([C:31]([OH:33])=[O:32])=[CH:28][CH:27]=1)=[S:24])[NH2:22]. (4) Given the product [NH2:40][C:31](=[O:32])[C@@H:30]([O:29][C:28]1[CH:27]=[C:26]([CH:37]=[CH:36][CH:35]=1)[CH2:25][N:21]1[C:22]2[C:18](=[CH:17][C:16]([C:14]([NH:13][C@H:11]([C:8]3[CH:7]=[CH:6][C:5]([C:1]([CH3:2])([CH3:3])[CH3:4])=[CH:10][CH:9]=3)[CH3:12])=[O:15])=[CH:24][CH:23]=2)[C:19]([CH3:39])=[C:20]1[CH3:38])[CH3:34], predict the reactants needed to synthesize it. The reactants are: [C:1]([C:5]1[CH:10]=[CH:9][C:8]([C@@H:11]([NH:13][C:14]([C:16]2[CH:17]=[C:18]3[C:22](=[CH:23][CH:24]=2)[N:21]([CH2:25][C:26]2[CH:27]=[C:28]([CH:35]=[CH:36][CH:37]=2)[O:29][C@@H:30]([CH3:34])[C:31](O)=[O:32])[C:20]([CH3:38])=[C:19]3[CH3:39])=[O:15])[CH3:12])=[CH:7][CH:6]=1)([CH3:4])([CH3:3])[CH3:2].[NH4+:40].[Cl-].CN(C(ON1N=NC2C=CC=NC1=2)=[N+](C)C)C.F[P-](F)(F)(F)(F)F.CCN(C(C)C)C(C)C. (5) Given the product [Br:23][C:19]1[CH:18]=[C:17]([NH:16][C:15]2[C:10]3[C:7]4[CH2:8][CH2:9][CH:4]([CH2:3][CH2:2][O:28][CH3:27])[CH2:5][C:6]=4[S:24][C:11]=3[N:12]=[CH:13][N:14]=2)[CH:22]=[CH:21][CH:20]=1, predict the reactants needed to synthesize it. The reactants are: Br[CH2:2][CH2:3][CH:4]1[CH2:9][CH2:8][C:7]2[C:10]3[C:15]([NH:16][C:17]4[CH:22]=[CH:21][CH:20]=[C:19]([Br:23])[CH:18]=4)=[N:14][CH:13]=[N:12][C:11]=3[S:24][C:6]=2[CH2:5]1.[I-].[Na+].[CH3:27][O-:28].[Na+]. (6) Given the product [CH2:1]([O:3][CH:4]([O:18][CH2:19][CH3:20])[CH2:5][N:6]1[C:10]([NH:11][C:22]2[CH:27]=[C:26]([N+:28]([O-:30])=[O:29])[C:25]([CH3:31])=[CH:24][C:23]=2[CH3:32])=[CH:9][C:8]([C:12]2[N:13]=[N:14][CH:15]=[CH:16][CH:17]=2)=[N:7]1)[CH3:2], predict the reactants needed to synthesize it. The reactants are: [CH2:1]([O:3][CH:4]([O:18][CH2:19][CH3:20])[CH2:5][N:6]1[C:10]([NH2:11])=[CH:9][C:8]([C:12]2[N:13]=[N:14][CH:15]=[CH:16][CH:17]=2)=[N:7]1)[CH3:2].Br[C:22]1[C:23]([CH3:32])=[CH:24][C:25]([CH3:31])=[C:26]([N+:28]([O-:30])=[O:29])[CH:27]=1. (7) Given the product [N:21]12[CH2:26][CH2:25][CH:24]([CH2:23][CH2:22]1)[C@H:19]([NH:18][C:12]([C:10]1[O:11][C:7]3[CH:6]=[CH:5][C:4]([N+:1]([O-:3])=[O:2])=[CH:15][C:8]=3[CH:9]=1)=[O:14])[CH2:20]2, predict the reactants needed to synthesize it. The reactants are: [N+:1]([C:4]1[CH:5]=[CH:6][C:7]2[O:11][C:10]([C:12]([OH:14])=O)=[CH:9][C:8]=2[CH:15]=1)([O-:3])=[O:2].Cl.Cl.[NH2:18][C@H:19]1[CH:24]2[CH2:25][CH2:26][N:21]([CH2:22][CH2:23]2)[CH2:20]1.CN(C(ON1N=NC2C=CC=NC1=2)=[N+](C)C)C.F[P-](F)(F)(F)(F)F.C(N(CC)C(C)C)(C)C. (8) Given the product [CH2:41]([O:40][C:38](=[O:39])[CH2:37][CH2:36][CH2:35][N:25]1[C:26]2[C:31](=[CH:30][CH:29]=[CH:28][CH:27]=2)[C:32]([CH3:33])([CH3:34])[CH:24]1/[CH:23]=[CH:22]/[CH:21]=[C:11]1/[N:10]([CH2:9][CH2:8][CH2:7][C:6]([O:5][CH2:2][CH:3]=[CH2:4])=[O:44])[C:18]2[C:13]([C:12]/1([CH3:19])[CH3:20])=[CH:14][CH:15]=[CH:16][CH:17]=2)[CH:42]=[CH2:43], predict the reactants needed to synthesize it. The reactants are: [Br-].[CH2:2]([O:5][C:6](=[O:44])[CH2:7][CH2:8][CH2:9][N+:10]1[C:18]2[C:13](=[CH:14][CH:15]=[CH:16][CH:17]=2)[C:12]([CH3:20])([CH3:19])[C:11]=1/[CH:21]=[CH:22]/[CH:23]=[C:24]1/[N:25]([CH2:35][CH2:36][CH2:37][C:38]([O:40][CH2:41][CH:42]=[CH2:43])=[O:39])[C:26]2[C:31]([C:32]/1([CH3:34])[CH3:33])=[CH:30][CH:29]=[CH:28][CH:27]=2)[CH:3]=[CH2:4].[BH4-].[Na+]. (9) Given the product [CH3:23][C:22]1[C:21]([C:20]([O:25][CH3:26])=[O:24])=[CH:16][NH:17][CH:18]=1, predict the reactants needed to synthesize it. The reactants are: CC(C)([O-])C.[K+].C1(C)C=CC(S([CH2:16][N+:17]#[C-:18])(=O)=O)=CC=1.[C:20]([O:25][CH3:26])(=[O:24])/[CH:21]=[CH:22]/[CH3:23]. (10) Given the product [C:1]([C:3]1([CH2:17][C:18]2[CH:23]=[CH:22][CH:21]=[CH:20][N:19]=2)[CH2:8][CH2:7][N:6]([C:9]([O:11][C:12]([CH3:15])([CH3:14])[CH3:13])=[O:10])[CH2:5][CH2:4]1)#[N:2], predict the reactants needed to synthesize it. The reactants are: [C:1]([CH:3]1[CH2:8][CH2:7][N:6]([C:9]([O:11][C:12]([CH3:15])([CH3:14])[CH3:13])=[O:10])[CH2:5][CH2:4]1)#[N:2].Cl[CH2:17][C:18]1[CH:23]=[CH:22][CH:21]=[CH:20][N:19]=1.C[Si]([N-][Si](C)(C)C)(C)C.[K+].